Task: Binary Classification. Given a T-cell receptor sequence (or CDR3 region) and an epitope sequence, predict whether binding occurs between them.. Dataset: TCR-epitope binding with 47,182 pairs between 192 epitopes and 23,139 TCRs (1) The epitope is SSNVANYQK. The TCR CDR3 sequence is CASGLGDTEAFF. Result: 1 (the TCR binds to the epitope). (2) The TCR CDR3 sequence is CASSEASGIPHEQFF. The epitope is IQYIDIGNY. Result: 0 (the TCR does not bind to the epitope). (3) The epitope is AMFWSVPTV. The TCR CDR3 sequence is CASSPWTGGWYEQYF. Result: 0 (the TCR does not bind to the epitope). (4) The epitope is RAKFKQLL. The TCR CDR3 sequence is CASSLLGGPDTQYF. Result: 1 (the TCR binds to the epitope). (5) The epitope is YSEHPTFTSQY. The TCR CDR3 sequence is CASSPGLFRTDTQYF. Result: 0 (the TCR does not bind to the epitope). (6) The epitope is AMFWSVPTV. The TCR CDR3 sequence is CSVEDGSSGGTLETQYF. Result: 0 (the TCR does not bind to the epitope).